From a dataset of Forward reaction prediction with 1.9M reactions from USPTO patents (1976-2016). Predict the product of the given reaction. (1) Given the reactants Cl[C:2]1[N:7]2[N:8]=[C:9]([C:20]3[CH:25]=[CH:24][N:23]=[C:22](S(C)=O)[N:21]=3)[C:10]([C:11]3[CH:16]=[CH:15][N:14]=[C:13](S(C)=O)[N:12]=3)=[C:6]2[CH:5]=[CH:4][CH:3]=1.[CH2:29]([NH2:33])[CH:30]([CH3:32])[CH3:31], predict the reaction product. The product is: [N:7]1[CH:2]=[CH:3][CH:4]=[CH:5][CH:6]=1.[CH2:29]([NH:33][C:2]1[N:7]2[N:8]=[C:9]([C:20]3[CH:25]=[CH:24][N:23]=[C:22]([NH:7][CH2:6][CH:10]([CH3:11])[CH3:9])[N:21]=3)[C:10]([C:11]3[CH:16]=[CH:15][N:14]=[C:13]([NH:33][CH2:29][CH:30]([CH3:32])[CH3:31])[N:12]=3)=[C:6]2[CH:5]=[CH:4][CH:3]=1)[CH:30]([CH3:32])[CH3:31]. (2) Given the reactants [Cl:1][C:2]1[CH:11]=[CH:10][C:5]2[C:6](=[O:9])[NH:7][S:8][C:4]=2[CH:3]=1.[CH2:12]([N:15]=[C:16]=[O:17])[CH2:13][CH3:14], predict the reaction product. The product is: [CH2:12]([NH:15][C:16]([N:7]1[C:6](=[O:9])[C:5]2[CH:10]=[CH:11][C:2]([Cl:1])=[CH:3][C:4]=2[S:8]1)=[O:17])[CH2:13][CH3:14]. (3) Given the reactants I[C:2]1[C:6]([C:7]([O:9]CC)=[O:8])=[CH:5][N:4]([CH2:12][O:13][CH2:14][CH2:15][Si:16]([CH3:19])([CH3:18])[CH3:17])[N:3]=1.[C:20]([O:24][C:25]([N:27]1[C:35]2[C:30](=[CH:31][CH:32]=[CH:33][CH:34]=2)[CH:29]=[C:28]1B(O)O)=[O:26])([CH3:23])([CH3:22])[CH3:21].C(=O)([O-])[O-], predict the reaction product. The product is: [C:20]([O:24][C:25]([N:27]1[C:35]2[C:30](=[CH:31][CH:32]=[CH:33][CH:34]=2)[CH:29]=[C:28]1[C:5]1[N:4]([CH2:12][O:13][CH2:14][CH2:15][Si:16]([CH3:17])([CH3:18])[CH3:19])[N:3]=[CH:2][C:6]=1[C:7]([OH:9])=[O:8])=[O:26])([CH3:23])([CH3:21])[CH3:22].